From a dataset of Full USPTO retrosynthesis dataset with 1.9M reactions from patents (1976-2016). Predict the reactants needed to synthesize the given product. (1) Given the product [CH3:1][O:2][C:3]1[C:4]([NH:27][C:30]2[CH:35]=[CH:34][N:33]=[CH:32][CH:31]=2)=[N:5][C:6]([C:9]2[C:17]3[C:12](=[CH:13][CH:14]=[CH:15][CH:16]=3)[N:11]([CH2:18][C:19]3[CH:20]=[CH:21][C:22]([O:25][CH3:26])=[CH:23][CH:24]=3)[N:10]=2)=[N:7][CH:8]=1, predict the reactants needed to synthesize it. The reactants are: [CH3:1][O:2][C:3]1[C:4]([NH2:27])=[N:5][C:6]([C:9]2[C:17]3[C:12](=[CH:13][CH:14]=[CH:15][CH:16]=3)[N:11]([CH2:18][C:19]3[CH:24]=[CH:23][C:22]([O:25][CH3:26])=[CH:21][CH:20]=3)[N:10]=2)=[N:7][CH:8]=1.Cl.Br[C:30]1[CH:35]=[CH:34][N:33]=[CH:32][CH:31]=1.CC([O-])(C)C.[Na+]. (2) The reactants are: P([O-])([O-])([O-])=O.[K+].[K+].[K+].[C:9]1(OB(O)O)[CH:14]=[CH:13][CH:12]=[CH:11][CH:10]=1.[Cl-].[NH4+].CN([CH:24]=[O:25])C. Given the product [C:9]1([C:9]2[CH:14]=[C:13]3[C:12]([CH:14]=[CH:9][C:10]([O:25][CH3:24])=[CH:11]3)=[CH:11][CH:10]=2)[CH:14]=[CH:13][CH:12]=[CH:11][CH:10]=1, predict the reactants needed to synthesize it. (3) Given the product [CH3:11][Si:10]([CH3:13])([CH3:12])[O:9][C@H:5]1[CH2:6][O:7][CH2:8][C@@H:4]1[NH2:1], predict the reactants needed to synthesize it. The reactants are: [N:1]([C@H:4]1[CH2:8][O:7][CH2:6][C@@H:5]1[O:9][Si:10]([CH3:13])([CH3:12])[CH3:11])=[N+]=[N-]. (4) Given the product [C:1]([OH:7])([C:3]([F:6])([F:5])[F:4])=[O:2].[Br:8][C:9]1[CH:10]=[C:11]2[C:16](=[CH:17][CH:18]=1)[CH:15]=[C:14]([C:19]1[N:20]=[C:21]([C@@H:24]3[CH2:29][C@@H:28]4[C@@H:26]([CH2:27]4)[NH:25]3)[NH:22][CH:23]=1)[CH:13]=[CH:12]2, predict the reactants needed to synthesize it. The reactants are: [C:1]([OH:7])([C:3]([F:6])([F:5])[F:4])=[O:2].[Br:8][C:9]1[CH:10]=[C:11]2[C:16](=[CH:17][CH:18]=1)[CH:15]=[C:14]([C:19]1[N:20]=[C:21]([C@@H:24]3[CH2:29][C@@H:28]4[C@@H:26]([CH2:27]4)[N:25]3C(OC(C)(C)C)=O)[NH:22][CH:23]=1)[CH:13]=[CH:12]2. (5) Given the product [CH3:34][C:35]([CH3:40])([CH3:39])[CH2:36]/[CH:37]=[C:4](/[NH:5][C:6]([O:8][CH2:9][C:10]1[CH:11]=[CH:12][CH:13]=[CH:14][CH:15]=1)=[O:7])\[C:3]([O:2][CH3:1])=[O:22], predict the reactants needed to synthesize it. The reactants are: [CH3:1][O:2][C:3](=[O:22])[CH:4](P(OC)(OC)=O)[NH:5][C:6]([O:8][CH2:9][C:10]1[CH:15]=[CH:14][CH:13]=[CH:12][CH:11]=1)=[O:7].C1CCN2C(=NCCC2)CC1.[CH3:34][C:35]([CH3:40])([CH3:39])[CH2:36][CH:37]=O.